From a dataset of Drug-target binding data from BindingDB using Ki measurements. Regression. Given a target protein amino acid sequence and a drug SMILES string, predict the binding affinity score between them. We predict pKi (pKi = -log10(Ki in M); higher means stronger inhibition). Dataset: bindingdb_ki. (1) The drug is CC(C)C[C@H](NC(=O)[C@H](Cc1ccc(OP(=O)(O)O)cc1)NC(=O)c1ccc(C#N)cc1)C(=O)Nc1ccc(C(=O)NCc2ccccc2)c(-c2ccc(C(N)=O)cc2)c1. The target protein (P42225) has sequence MSQWFELQQLDSKFLEQVHQLYDDSFPMEIRQYLAQWLEKQDWEHAAYDVSFATIRFHDLLSQLDDQYSRFSLENNFLLQHNIRKSKRNLQDNFQEDPVQMSMIIYNCLKEERKILENAQRFNQAQEGNIQNTVMLDKQKELDSKVRNVKDQVMCIEQEIKTLEELQDEYDFKCKTSQNREGEANGVAKSDQKQEQLLLHKMFLMLDNKRKEIIHKIRELLNSIELTQNTLINDELVEWKRRQQSACIGGPPNACLDQLQTWFTIVAETLQQIRQQLKKLEELEQKFTYEPDPITKNKQVLSDRTFLLFQQLIQSSFVVERQPCMPTHPQRPLVLKTGVQFTVKSRLLVKLQESNLLTKVKCHFDKDVNEKNTVKGFRKFNILGTHTKVMNMEESTNGSLAAELRHLQLKEQKNAGNRTNEGPLIVTEELHSLSFETQLCQPGLVIDLETTSLPVVVISNVSQLPSGWASILWYNMLVTEPRNLSFFLNPPCAWWSQLSE.... The pKi is 5.2. (2) The compound is CCCCCCCCC(C[PH](O)(O)C(C)=N)C(=O)O. The target protein (P04825) has sequence MTQQPQAKYRHDYRAPDYQITDIDLTFDLDAQKTVVTAVSQAVRHGASDAPLRLNGEDLKLVSVHINDEPWTAWKEEEGALVISNLPERFTLKIINEISPAANTALEGLYQSGDALCTQCEAEGFRHITYYLDRPDVLARFTTKIIADKIKYPFLLSNGNRVAQGELENGRHWVQWQDPFPKPCYLFALVAGDFDVLRDTFTTRSGREVALELYVDRGNLDRAPWAMTSLKNSMKWDEERFGLEYDLDIYMIVAVDFFNMGAMENKGLNIFNSKYVLARTDTATDKDYLDIERVIGHEYFHNWTGNRVTCRDWFQLSLKEGLTVFRDQEFSSDLGSRAVNRINNVRTMRGLQFAEDASPMAHPIRPDMVIEMNNFYTLTVYEKGAEVIRMIHTLLGEENFQKGMQLYFERHDGSAATCDDFVQAMEDASNVDLSHFRRWYSQSGTPIVTVKDDYNPETEQYTLTISQRTPATPDQAEKQPLHIPFAIELYDNEGKVIPLQ.... The pKi is 6.0. (3) The small molecule is CC(/C=C/C1=C(c2cc(C(C)C)cc(C(C)C)c2OCCCF)CCC1)=C\C(=O)O. The target protein sequence is MYESVEVGGLAPAPNPFLVVDFYNQNRACLLQEKGLPAPGPYSTPLRTPLWNGSNHSIETQSSSSEEIVPSPPSPPPLPRIYKPCFVCQDKSSGYHYGVSACEGCKGFFRRSIQKNMVYTCHRDKNCIINKVTRNRCQYCRLQKCFEVGMSKESVRNDRNKKKKETPKPECSESYTLTPEVGELIEKVRKAHQETFPALCQLGKYTTNNSSEQRVSLDIDLWDKFSELSTKCIIKTVEFAKQLPGFTTLTIADQITLLKAACLDILILRICTRYTPEQDTMTFSDGLTLNRTQMHNAGFGPLTDLVFAFANQLLPLEMDDAETGLLSAICLICGDRQDLEQPDKVDMLQEPLLEALKVYVRKRRPSRPHMFPKMLMKITDLRSISAKGAERVITLKMEIPGSMPPLIQEMLENSEGLDTLSGQSGGGTRDGGGLAPPPGSCSPSLSPSSHRSSPATQSP. The pKi is 5.6. (4) The target protein sequence is PQITLWQRPLVTIKIGGQLKEALLDTGADNTVLEEISLPGRWKPKMIGGIGGFIKVRQYDQILIEICGHKAIGTVLVGPTPVNIIGRNLLTQIGCTLNF. The pKi is 8.2. The drug is Cc1c(O)cccc1C(=O)N[C@@H](CSc1ccccc1)[C@H](O)CN1C[C@H]2CCCC[C@H]2C[C@H]1C(=O)NC(C)(C)C. (5) The small molecule is C=C[C@H]1CN(Cc2ccco2)C(=O)[C@@H]2CCC[C@H]1N2S(=O)(=O)c1cc(Cl)cc(Cl)c1. The target protein (Q9Z7P3) has sequence MNRRWNLVLATVALALSVASCDVRSKDKDKDQGSLVEYKDNKDTNDIELSDNQKLSRTFGHLLARQLRKSEDMFFDIAEVAKGLQAELVCKSAPLTETEYEEKMAEVQKLVFEKKSKENLSLAEKFLKENSKNAGVVEVQPSKLQYKIIKEGAGKAISGKPSALLHYKGSFINGQVFSSSEGNNEPILLPLGQTIPGFALGMQGMKEGETRVLYIHPDLAYGTAGQLPPNSLLIFEINLIQASADEVAAVPQEGNQGE. The pKi is 6.5. (6) The pKi is 6.0. The target protein (P00349) has sequence MAQADIALIGLAVMGQNLILNMNDHGFVVCAFNRTVSKVDDFLANEAKGTKVLGAHSLEEMVSKLKKPRRIILLVKAGQAVDNFIEKLVPLLDIGDIIIDGGNSEYRDTMRRCRDLKDKGILFVGSGVSGGEDGARYGPSLMPGGNKEAWPHIKAIFQGIAAKVGTGEPCCDWVGDDGAGHFVKMVHNGIEYGDMQLICEAYHLMKDVLGLGHKEMAKAFEEWNKTELDSFLIEITASILKFQDADGKHLLPKIRDSAGQKGTGKWTAISALEYGVPVTLIGEAVFARCLSSLKDERIQASKKLKGPQNIPFEGDKKSFLEDIRKALYASKIISYAQGFMLLRQAATEFGWTLNYGGIALMWRGGCIIRSVFLGKIKDAFDRNPGLQNLLLDDFFKSAVENCQDSWRRAISTGVQAGIPMPCFTTALSFYDGYRHAMLPANLIQAQRDYFGAHTYELLAKPGQFIHTNWTGHGGSVSSSSYNA. The small molecule is CC1(C)O[C@H](COP(=O)(O)O)[C@H](C(=O)NO)O1. (7) The drug is O=C1c2ccccc2S(=O)(=O)N1CCCCN1CCN(c2cc(Cl)cc3c2OCCO3)CC1. The pKi is 8.0. The target protein sequence is MALFTRSSSHPNTTDPLPCGADNTTESDLPHSHAYYALCYCVLILAIIFGNVLVCLAVLRERTLQTTTNYLVVSLAVADLLVAILVMPWVVYLEVTGGVWTFSRICCDIFVTMDVMMCTASILNLCAISIDRYTAVVKPVQYQYSTGQSSCRRVSLMIVIVWMLAFAVSCPLLFGFNTTGDPSVCSISNPSFVIYSSLVSFYLPFMVTLLLYVRIYLVLRQRQKKRTLTRQGSHSASTKPCYAHKEHMEKKALPNRCQGTSSPCLPLKCSDQETSTKRKLLTVFSLQRYRSFCHEATLTKAPGTAQHSRLEERRKSMKPGLEVRRLSNGRTMSSLKLAHQQPRLIQLRERKATQMLAIVLGAFIVCWLPFFLIHILNTHCPSCHVSPGLYSASTWLGYVNSALNPIIYTTFNTDFRKAFLKILCC. (8) The compound is COC(=O)C1C(OC(=O)c2ccccc2)CC2CCC1N2C. The target is MLLARMKPQVQPELGGADQ. The pKi is 6.9. (9) The small molecule is O=C(c1ccccc1)[PH]([O-])(O)O. The pKi is 4.5. The target protein (P11444) has sequence MSEVLITGLRTRAVNVPLAYPVHTAVGTVGTAPLVLIDLATSAGVVGHSYLFAYTPVALKSLKQLLDDMAAMIVNEPLAPVSLEAMLAKRFCLAGYTGLIRMAAAGIDMAAWDALGKVHETPLVKLLGANARPVQAYDSHSLDGVKLATERAVTAAELGFRAVKTKIGYPALDQDLAVVRSIRQAVGDDFGIMVDYNQSLDVPAAIKRSQALQQEGVTWIEEPTLQHDYEGHQRIQSKLNVPVQMGENWLGPEEMFKALSIGACRLAMPDAMKIGGVTGWIRASALAQQFGIPMSSHLFQEISAHLLAATPTAHWLERLDLAGSVIEPTLTFEGGNAVIPDLPGVGIIWREKEIGKYLV. (10) The small molecule is C=CC[C@H](NC(=O)[C@H](Cc1ccccc1)NS(=O)(=O)N1CCOCC1)C(=O)N[C@@H](CC1CCCCC1)[C@@H](O)[C@@H](O)CC(C)C. The target protein sequence is MKTLLLLLLVLLELGEAQGSLHRVPLRRHPSLKKKLRARSQLSEFWKSHNLDMIQFTESCSMDQSAKEPLINYLDMEYFGTISIGSPPQNFTVIFDTGSSNLWVPSVYCTSPACKTHSRFQPSQSSTYSQPGQSFSIQYGTGSLSGIIGADQVSAFATQVEGLTVVGQQFGESVTEPGQTFVDAEFDGILGLGYPSLAVGGVTPVFDNMMAQNLVDLPMFSVYMSSNPEGGAGSELIFGGYDHSHFSGSLNWVPVTKQAYWQIALDNIQVGGTVMFCSEGCQAIVDTGTSLITGPSDKIKQLQNAIGAAPVDGEYAVECANLNVMPDVTFTINGVPYTLSPTAYTLLDFVDGMQFCSSGFQGLDIHPPAGPLWILGDVFIRQFYSVFDRGNNRVGLAPAVP. The pKi is 7.8.